Task: Predict the reactants needed to synthesize the given product.. Dataset: Full USPTO retrosynthesis dataset with 1.9M reactions from patents (1976-2016) (1) Given the product [CH3:22][O:23][CH:24]([O:27][CH3:28])[C:25]1[NH:29][C:1]([CH3:2])=[C:6]([C:10]([F:21])([F:20])[F:9])[N:5]=1, predict the reactants needed to synthesize it. The reactants are: [CH2:1]1[C:6](=O)[N:5](Cl)C(=O)[CH2:2]1.[F:9][C:10]([F:21])([F:20])C(C1(C)SCCCS1)=O.[CH3:22][O:23][CH:24]([O:27][CH3:28])[CH:25]=O.[NH3:29]. (2) Given the product [OH:1][C:2]1[C:7]([N+:8]([O-:10])=[O:9])=[CH:6][CH:5]=[CH:4][C:3]=1[C:11](=[O:13])/[CH:12]=[CH:18]/[C:17]1[CH:20]=[CH:21][CH:22]=[CH:23][C:16]=1[C:15]([F:14])([F:24])[F:25], predict the reactants needed to synthesize it. The reactants are: [OH:1][C:2]1[C:7]([N+:8]([O-:10])=[O:9])=[CH:6][CH:5]=[CH:4][C:3]=1[C:11](=[O:13])[CH3:12].[F:14][C:15]([F:25])([F:24])[C:16]1[CH:23]=[CH:22][CH:21]=[CH:20][C:17]=1[CH:18]=O.[OH-].[K+].Cl. (3) Given the product [F:11][C:12]1[CH:41]=[CH:40][C:15]([CH2:16][N:17]2[C:21](=[O:22])[N:20]([C:23]3[CH:27]=[C:26]([C:28]([NH2:1])=[O:29])[NH:25][N:24]=3)[CH:19]=[N:18]2)=[CH:14][CH:13]=1, predict the reactants needed to synthesize it. The reactants are: [N:1]1C=CC=CC=1CN.[Cl-].[NH4+].[F:11][C:12]1[CH:41]=[CH:40][C:15]([CH2:16][N:17]2[C:21](=[O:22])[N:20]([C:23]3[CH:27]=[C:26]([C:28](O)=[O:29])[N:25](CC4C=CC(OC)=CC=4)[N:24]=3)[CH:19]=[N:18]2)=[CH:14][CH:13]=1. (4) Given the product [CH2:30]([O:29][C:16]1[CH:15]=[C:14]([CH:19]=[C:18]([C:20]#[C:21][CH2:22][N:23]2[CH2:24][CH2:25][O:26][CH2:27][CH2:28]2)[CH:17]=1)[O:13][C:10]1[CH:11]=[CH:12][C:7]([O:6][CH2:5][C:4]([OH:35])=[O:3])=[C:8]([CH3:34])[CH:9]=1)[CH:31]([CH3:33])[CH3:32], predict the reactants needed to synthesize it. The reactants are: C([O:3][C:4](=[O:35])[CH2:5][O:6][C:7]1[CH:12]=[CH:11][C:10]([O:13][C:14]2[CH:19]=[C:18]([C:20]#[C:21][CH2:22][N:23]3[CH2:28][CH2:27][O:26][CH2:25][CH2:24]3)[CH:17]=[C:16]([O:29][CH2:30][CH:31]([CH3:33])[CH3:32])[CH:15]=2)=[CH:9][C:8]=1[CH3:34])C.[OH-].[Na+].Cl. (5) The reactants are: [CH2:1]([CH:5]1[CH2:10][CH2:9][CH:8]=[CH:7][C:6]1=O)[CH2:2][CH2:3][CH3:4].CC[O:14]CC. Given the product [CH2:1]([C@@H:5]1[CH2:10][CH2:9][CH2:8][C:7](=[O:14])[CH2:6]1)[CH2:2][CH2:3][CH3:4], predict the reactants needed to synthesize it.